Dataset: Experimentally validated miRNA-target interactions with 360,000+ pairs, plus equal number of negative samples. Task: Binary Classification. Given a miRNA mature sequence and a target amino acid sequence, predict their likelihood of interaction. (1) The miRNA is mmu-miR-126a-3p with sequence UCGUACCGUGAGUAAUAAUGCG. The protein sequence of the target gene is MSRLGALGGARAGLGLLLGTAAGLGFLCLLYSQRWKRTQRHGRSQSLPNSLDYTQTSDPGRHVMLLRAVPGGAGDASVLPSLPREGQEKVLDRLDFVLTSLVALRREVEELRSSLRGLAGEIVGEVRCHMEENQRVARRRRFPFVRERSDSTGSSSVYFTASSGATFTDAESEGGYTTANAESDNERDSDKESEDGEDEVSCETVKMGRKDSLDLEEEAASGASSALEAGGSSGLEDVLPLLQQADELHRGDEQGKREGFQLLLNNKLVYGSRQDFLWRLARAYSDMCELTEEVSEKKSY.... Result: 0 (no interaction). (2) The miRNA is mmu-miR-7214-5p with sequence UGUUUUCUGGGUUGGAAUGAGAA. The protein sequence of the target gene is MALMQELYSTPASRLDSFVAQWLQPHREWKEEVLDAVRTVEEFLRQEHFQGKRGLDQDVRVLKVVKVGSFGNGTVLRSTREVELVAFLSCFHSFQEAAKHHKDVLRLIWKTMWQSQDLLDLGLEDLRMEQRVPDALVFTIQTRGTAEPITVTIVPAYRALGPSLPNSQPPPEVYVSLIKACGGPGNFCPSFSELQRNFVKHRPTKLKSLLRLVKHWYQQYVKARSPRANLPPLYALELLTIYAWEMGTEEDENFMLDEGFTTVMDLLLEYEVICIYWTKYYTLHNAIIEDCVRKQLKKER.... Result: 0 (no interaction). (3) The miRNA is hsa-miR-6885-5p with sequence AGGGGGGCACUGCGCAAGCAAAGCC. The protein sequence of the target gene is MAAARRGSAGSEARLSLATFLLGASVLALPLLTRAGLQGRTGLALYVAGLNALLLLLYRPPRYQIAIRACFLGFVFGCGVLLSFSQSSWNHFGWYVCSLSLFHYSEYLVTAVNNPKSLSLDSFLLNHSLEYTVAALSSWIEFTLENIFWPELKQITWLSATGLLMVVFGECLRKAAMFTAGSNFNHVVQSEKSDTHTLVTSGVYAWCRHPSYVGWFYWSIGTQVMLCNPICGVVYALTVWRFFRDRTEEEEISLIHFFGEEYLDYKKRVPTGLPFIKGVKVEL. Result: 0 (no interaction). (4) The miRNA is hsa-miR-377-3p with sequence AUCACACAAAGGCAACUUUUGU. The protein sequence of the target gene is MGPGEALLAGLLVMVLAVALLSNALVLLCCAYSAELRTRASGVLLVNLSLGHLLLAALDMPFTLLGVMRGRTPSAPGACQVIGFLDTFLASNAALSVAALSADQWLAVGFPLRYAGRLRPRYAGLLLGCAWGQSLAFSGAALGCSWLGYSSAFASCSLRLPPEPERPRFAAFTATLHAVGFVLPLAVLCLTSLQVHRVARRHCQRMDTVTMKALALLADLHPSVRQRCLIQQKRRRHRATRKIGIAIATFLICFAPYVMTRLAELVPFVTVNAQWGILSKCLTYSKAVADPFTYSLLRRP.... Result: 1 (interaction).